This data is from Reaction yield outcomes from USPTO patents with 853,638 reactions. The task is: Predict the reaction yield, written as a fraction of the theoretical maximum amount of product (1.0 means a 100% yield; for example, 0.34 means a 34% yield). (1) The reactants are [Cl:1][C:2]1[CH:7]=[CH:6][C:5]([CH2:8][CH2:9][NH2:10])=[CH:4][CH:3]=1.CCN(C(C)C)C(C)C.[Cl:20][C:21]1[CH:29]=[CH:28][C:24]([C:25](Cl)=[O:26])=[CH:23][C:22]=1[N+:30]([O-:32])=[O:31]. The catalyst is C(Cl)Cl. The product is [Cl:1][C:2]1[CH:7]=[CH:6][C:5]([CH2:8][CH2:9][NH:10][C:25](=[O:26])[C:24]2[CH:28]=[CH:29][C:21]([Cl:20])=[C:22]([N+:30]([O-:32])=[O:31])[CH:23]=2)=[CH:4][CH:3]=1. The yield is 0.860. (2) The reactants are [NH2:1][C:2]1[N:7]=[C:6]([NH:8][C:9]2[CH:10]=[C:11]([NH:15][C:16](=[O:26])[C:17]3[CH:22]=[CH:21][C:20]([N+:23]([O-])=O)=[CH:19][CH:18]=3)[CH:12]=[CH:13][CH:14]=2)[CH:5]=[C:4]([CH3:27])[N:3]=1.CCO.Cl. The catalyst is [Fe].O. The product is [NH2:23][C:20]1[CH:21]=[CH:22][C:17]([C:16]([NH:15][C:11]2[CH:12]=[CH:13][CH:14]=[C:9]([NH:8][C:6]3[CH:5]=[C:4]([CH3:27])[N:3]=[C:2]([NH2:1])[N:7]=3)[CH:10]=2)=[O:26])=[CH:18][CH:19]=1. The yield is 0.120. (3) The reactants are C[O:2][C:3](=[O:20])[CH:4]([NH:8][C:9](=[O:19])[CH2:10][CH2:11][C:12]1[CH:17]=[CH:16][C:15]([OH:18])=[CH:14][CH:13]=1)[CH:5]([CH3:7])[CH3:6].[OH-].[Li+].Cl. The catalyst is O1CCCC1. The product is [OH:18][C:15]1[CH:14]=[CH:13][C:12]([CH2:11][CH2:10][C:9]([NH:8][CH:4]([CH:5]([CH3:7])[CH3:6])[C:3]([OH:20])=[O:2])=[O:19])=[CH:17][CH:16]=1. The yield is 0.840. (4) The reactants are [CH2:1]([N:4]1[CH2:9][CH:8]2[CH:6]([C:7]2([C:11]2[CH:12]=[C:13]([CH:15]=[CH:16][CH:17]=2)[NH2:14])[CH3:10])[CH2:5]1)[CH:2]=[CH2:3].[CH3:18][S:19](Cl)(=[O:21])=[O:20]. The catalyst is N1C=CC=CC=1. The product is [CH2:1]([N:4]1[CH2:5][CH:6]2[CH:8]([C:7]2([C:11]2[CH:12]=[C:13]([NH:14][S:19]([CH3:18])(=[O:21])=[O:20])[CH:15]=[CH:16][CH:17]=2)[CH3:10])[CH2:9]1)[CH:2]=[CH2:3]. The yield is 0.680. (5) The reactants are [Cl:1][C:2]1[CH:7]=[CH:6][C:5]([C:8](=O)[CH2:9][C:10]([O:12]CC)=O)=[CH:4][CH:3]=1.[N:16]1[NH:17][C:18]([NH2:21])=[CH:19][CH:20]=1. The catalyst is CCOC(C)=O. The product is [Cl:1][C:2]1[CH:3]=[CH:4][C:5]([C:8]2[CH:9]=[C:10]([OH:12])[N:17]3[N:16]=[CH:20][CH:19]=[C:18]3[N:21]=2)=[CH:6][CH:7]=1. The yield is 0.750. (6) The reactants are [Cl:1][C:2]1[C:7]([CH:8]([CH3:11])[CH2:9][OH:10])=[C:6]([Cl:12])[N:5]=[CH:4][N:3]=1.[CH3:13][S:14](Cl)(=[O:16])=[O:15]. The catalyst is C(Cl)Cl.CN(C1C=CN=CC=1)C. The product is [Cl:12][C:6]1[C:7]([CH:8]([CH3:11])[CH2:9][O:10][S:14]([CH3:13])(=[O:16])=[O:15])=[C:2]([Cl:1])[N:3]=[CH:4][N:5]=1. The yield is 0.980. (7) The reactants are [N+:1]([C:4]1[CH:5]=[C:6]([CH:10]=[CH:11][CH:12]=1)[C:7](Cl)=[O:8])([O-:3])=[O:2].[C:13](#[N:17])[CH2:14][C:15]#[N:16].[CH3:18]CN(C(C)C)C(C)C.COS(OC)(=O)=O. The catalyst is [Cl-].[Na+].O.CCOC(C)=O.C1COCC1. The product is [CH3:18][O:8][C:7]([C:6]1[CH:10]=[CH:11][CH:12]=[C:4]([N+:1]([O-:3])=[O:2])[CH:5]=1)=[C:14]([C:13]#[N:17])[C:15]#[N:16]. The yield is 0.370. (8) The reactants are [C:1]([O:4][CH:5]([CH3:9])[C:6](Cl)=[O:7])(=[O:3])[CH3:2].[CH3:10][O:11][C:12]1[CH:56]=[C:55]([O:57][CH3:58])[CH:54]=[C:53]([O:59][CH3:60])[C:13]=1/[CH:14]=[CH:15]/[CH:16]([S:26]([CH:29](/[CH:39]=[CH:40]/[C:41]1[C:46]([O:47][CH3:48])=[CH:45][C:44]([O:49][CH3:50])=[CH:43][C:42]=1[O:51][CH3:52])[C:30]1[CH:35]=[CH:34][C:33]([O:36][CH3:37])=[C:32]([NH2:38])[CH:31]=1)(=[O:28])=[O:27])[C:17]1[CH:22]=[CH:21][C:20]([O:23][CH3:24])=[C:19]([NH2:25])[CH:18]=1. No catalyst specified. The product is [CH3:60][O:59][C:53]1[CH:54]=[C:55]([O:57][CH3:58])[CH:56]=[C:12]([O:11][CH3:10])[C:13]=1/[CH:14]=[CH:15]/[CH:16]([S:26]([CH:29](/[CH:39]=[CH:40]/[C:41]1[C:42]([O:51][CH3:52])=[CH:43][C:44]([O:49][CH3:50])=[CH:45][C:46]=1[O:47][CH3:48])[C:30]1[CH:35]=[CH:34][C:33]([O:36][CH3:37])=[C:32]([NH:38][C:6](=[O:7])[CH:5]([O:4][C:1](=[O:3])[CH3:2])[CH3:9])[CH:31]=1)(=[O:28])=[O:27])[C:17]1[CH:22]=[CH:21][C:20]([O:23][CH3:24])=[C:19]([NH:25][C:6](=[O:7])[CH:5]([O:4][C:1](=[O:3])[CH3:2])[CH3:9])[CH:18]=1. The yield is 0.682.